This data is from Forward reaction prediction with 1.9M reactions from USPTO patents (1976-2016). The task is: Predict the product of the given reaction. (1) Given the reactants [F:1][C:2]1[CH:39]=[CH:38][C:5]2[N:6]=[C:7]([NH:9][C:10]3[CH:15]=[CH:14][C:13]([C:16]4[CH:21]=[CH:20][C:19]([C:22]([NH:24][C@H:25]([C:29]([O:31]CCCC)=[O:30])[CH:26]([CH3:28])[CH3:27])=[O:23])=[C:18]([O:36][CH3:37])[CH:17]=4)=[CH:12][CH:11]=3)[S:8][C:4]=2[CH:3]=1.CO.O.[Li+].[OH-], predict the reaction product. The product is: [F:1][C:2]1[CH:39]=[CH:38][C:5]2[N:6]=[C:7]([NH:9][C:10]3[CH:11]=[CH:12][C:13]([C:16]4[CH:21]=[CH:20][C:19]([C:22]([NH:24][C@H:25]([C:29]([OH:31])=[O:30])[CH:26]([CH3:28])[CH3:27])=[O:23])=[C:18]([O:36][CH3:37])[CH:17]=4)=[CH:14][CH:15]=3)[S:8][C:4]=2[CH:3]=1. (2) Given the reactants CC1[CH2:11][C:10]2[C:9]([CH3:13])([CH3:12])[CH:8](C)[CH:7]([CH3:15])[C:6]([CH3:17])([CH3:16])[C:5]=2C(=O)C1.CC1(C)C(C)C(C)[C:27](C)(C)[C:26]2[CH2:25][C:24](=[O:34])[CH2:23]C[C:21]1=2, predict the reaction product. The product is: [CH3:15][CH:7]1[C:6]([CH3:17])([CH3:16])[C:5]2[CH:21]=[C:26]([CH3:27])[C:25]([C:24]([CH3:23])=[O:34])=[CH:11][C:10]=2[C:9]([CH3:12])([CH3:13])[CH2:8]1. (3) Given the reactants Cl[C:2]1[CH:7]=[CH:6][N:5]=[C:4]([NH2:8])[N:3]=1.C(N(C(C)C)C(C)C)C.[NH2:18][CH2:19][CH2:20][CH2:21][N:22]([CH3:30])[C:23](=[O:29])[O:24][C:25]([CH3:28])([CH3:27])[CH3:26], predict the reaction product. The product is: [NH2:8][C:4]1[N:3]=[C:2]([NH:18][CH2:19][CH2:20][CH2:21][N:22]([CH3:30])[C:23](=[O:29])[O:24][C:25]([CH3:26])([CH3:28])[CH3:27])[CH:7]=[CH:6][N:5]=1. (4) Given the reactants C(=O)([O-])[O-].[Cs+].[Cs+].C1C=CC(P(C2C(C3C(P(C4C=CC=CC=4)C4C=CC=CC=4)=CC=C4C=3C=CC=C4)=C3C(C=CC=C3)=CC=2)C2C=CC=CC=2)=CC=1.Cl[C:54]1[C:55]2[CH2:68][CH2:67][CH2:66][C:56]=2[N:57]=[C:58]([C:60]2[S:61][C:62]([Cl:65])=[CH:63][CH:64]=2)[N:59]=1.[NH:69]1[C:77]2[C:72](=[CH:73][C:74]([C:78]([OH:80])=[O:79])=[CH:75][CH:76]=2)[CH:71]=[N:70]1.[Cl-].[Na+], predict the reaction product. The product is: [Cl:65][C:62]1[S:61][C:60]([C:58]2[N:59]=[C:54]([N:69]3[C:77]4[C:72](=[CH:73][C:74]([C:78]([OH:80])=[O:79])=[CH:75][CH:76]=4)[CH:71]=[N:70]3)[C:55]3[CH2:68][CH2:67][CH2:66][C:56]=3[N:57]=2)=[CH:64][CH:63]=1.